Dataset: Full USPTO retrosynthesis dataset with 1.9M reactions from patents (1976-2016). Task: Predict the reactants needed to synthesize the given product. Given the product [CH2:1]([O:3][C:4](=[O:20])[CH2:5][C:6]1[CH:11]=[C:10]([N:12]2[CH2:13][CH2:14][N:15]([CH3:18])[CH2:16][CH2:17]2)[CH:9]=[CH:8][C:7]=1[NH:19][C:21](=[O:23])[CH3:22])[CH3:2], predict the reactants needed to synthesize it. The reactants are: [CH2:1]([O:3][C:4](=[O:20])[CH2:5][C:6]1[CH:11]=[C:10]([N:12]2[CH2:17][CH2:16][N:15]([CH3:18])[CH2:14][CH2:13]2)[CH:9]=[CH:8][C:7]=1[NH2:19])[CH3:2].[C:21](OC(=O)C)(=[O:23])[CH3:22].C(N(CC)CC)C.